This data is from Reaction yield outcomes from USPTO patents with 853,638 reactions. The task is: Predict the reaction yield, written as a fraction of the theoretical maximum amount of product (1.0 means a 100% yield; for example, 0.34 means a 34% yield). (1) The product is [Cl:1][C:2]1[CH:9]=[C:8]([O:10][CH3:11])[CH:7]=[CH:6][C:3]=1[CH:4]=[O:5]. The yield is 0.680. The catalyst is CN(C)C=O. The reactants are [Cl:1][C:2]1[CH:9]=[C:8]([OH:10])[CH:7]=[CH:6][C:3]=1[CH:4]=[O:5].[C:11](=O)([O-])[O-].[K+].[K+].CI. (2) The reactants are [C:1]([C:3]1[CH:12]=[CH:11][C:6]([C:7](OC)=[O:8])=[C:5]([CH3:13])[CH:4]=1)#[N:2].C1COCC1.[Cl-].[Cl-].[Ca+2].[BH4-].[Na+]. The catalyst is O.C(O)C. The product is [OH:8][CH2:7][C:6]1[CH:11]=[CH:12][C:3]([C:1]#[N:2])=[CH:4][C:5]=1[CH3:13]. The yield is 0.620.